Task: Predict the reactants needed to synthesize the given product.. Dataset: Full USPTO retrosynthesis dataset with 1.9M reactions from patents (1976-2016) (1) Given the product [CH2:1]([C:3]1[CH:11]=[C:10]([CH2:12][CH3:13])[C:9]([C:21]([O:23][CH3:24])=[O:22])=[CH:8][C:4]=1[C:5]([OH:7])=[O:6])[CH3:2], predict the reactants needed to synthesize it. The reactants are: [CH2:1]([C:3]1[CH:11]=[C:10]([CH2:12][CH3:13])[C:9](I)=[CH:8][C:4]=1[C:5]([OH:7])=[O:6])[CH3:2].[Li]CCCC.Cl[C:21]([O:23][CH3:24])=[O:22]. (2) Given the product [C:1]1([C:7]2[CH:12]=[C:11]([C:13]3[CH:18]=[CH:17][CH:16]=[CH:15][CH:14]=3)[CH:10]=[C:9]([F:19])[C:8]=2[N:20]([C:21]2[CH:22]=[CH:23][CH:24]=[CH:25][CH:26]=2)[C:34]2[C:35]3=[C:42]4[C:41]5[C:40]([CH:37]=[CH:36]3)=[CH:39][CH:38]=[C:43]([N:20]([C:8]3[C:9]([F:19])=[CH:10][C:11]([C:13]6[CH:14]=[CH:15][CH:16]=[CH:17][CH:18]=6)=[CH:12][C:57]=3[C:54]3[CH:55]=[CH:6][CH:1]=[CH:2][CH:56]=3)[C:21]3[CH:22]=[CH:23][CH:24]=[CH:25][CH:26]=3)[C:28]=5[CH:29]=[CH:30][C:31]4=[CH:32][CH:33]=2)[CH:2]=[CH:3][CH:4]=[CH:5][CH:6]=1, predict the reactants needed to synthesize it. The reactants are: [C:1]1([C:7]2[CH:12]=[C:11]([C:13]3[CH:18]=[CH:17][CH:16]=[CH:15][CH:14]=3)[CH:10]=[C:9]([F:19])[C:8]=2[NH:20][C:21]2[CH:26]=[CH:25][CH:24]=[CH:23][CH:22]=2)[CH:6]=[CH:5][CH:4]=[CH:3][CH:2]=1.Br[C:28]1[C:41]2[C:42]3=[C:43]4[C:38](=[CH:39][CH:40]=2)[CH:37]=[CH:36][C:35](Br)=[C:34]4[CH:33]=[CH:32][C:31]3=[CH:30][CH:29]=1.[C:54](P([C:54]([CH3:57])([CH3:56])[CH3:55])[C:54]([CH3:57])([CH3:56])[CH3:55])([CH3:57])([CH3:56])[CH3:55].[Na]. (3) Given the product [F:17][C:2]([F:16])([F:1])[C:3]1[CH:4]=[CH:5][C:6]([C:9]2[CH:13]=[CH:12][S:11][C:10]=2[C:14]([OH:24])=[O:15])=[CH:7][CH:8]=1, predict the reactants needed to synthesize it. The reactants are: [F:1][C:2]([F:17])([F:16])[C:3]1[CH:8]=[CH:7][C:6]([C:9]2[CH:13]=[CH:12][S:11][C:10]=2[CH:14]=[O:15])=[CH:5][CH:4]=1.CC=CCC.Cl([O-])=[O:24].[Na+].Cl.